This data is from Full USPTO retrosynthesis dataset with 1.9M reactions from patents (1976-2016). The task is: Predict the reactants needed to synthesize the given product. (1) Given the product [Cl:1][C:2]1[CH:32]=[CH:31][C:5]2[N:6]=[C:7]([NH:9][C:10]3[CH:11]=[CH:12][C:13]([C:14]4[N:41]5[CH:27]=[CH:26][CH:25]=[C:19]([C:20]([O:22][CH2:23][CH3:24])=[O:21])[C:18]5=[N:17][N:16]=4)=[CH:29][CH:30]=3)[S:8][C:4]=2[CH:3]=1, predict the reactants needed to synthesize it. The reactants are: [Cl:1][C:2]1[CH:32]=[CH:31][C:5]2[N:6]=[C:7]([NH:9][C:10]3[CH:30]=[CH:29][C:13]([C:14]([NH:16][NH:17][C:18]4C=[CH:27][CH:26]=[CH:25][C:19]=4[C:20]([O:22][CH2:23][CH3:24])=[O:21])=O)=[CH:12][CH:11]=3)[S:8][C:4]=2[CH:3]=1.C(Cl)(Cl)(Cl)Cl.C([N:41](C(C)C)CC)(C)C.C(P(CC)CC)C. (2) Given the product [F:12][C:10]1[C:9]2[C:4](=[CH:5][C:6]([O:13][CH3:14])=[CH:7][CH:8]=2)[N:3]=[C:2]([O:18][CH3:17])[CH:11]=1, predict the reactants needed to synthesize it. The reactants are: F[C:2]1[CH:11]=[C:10]([F:12])[C:9]2[C:4](=[CH:5][C:6]([O:13][CH3:14])=[CH:7][CH:8]=2)[N:3]=1.C1C[O:18][CH2:17]C1.C[O-].[Na+]. (3) Given the product [CH3:17][N:18]([CH3:20])[CH:19]=[C:8]([N:5]1[CH:4]=[CH:3][C:2](=[O:1])[CH:7]=[CH:6]1)[C:9]([O:11][CH2:12][CH3:13])=[O:10], predict the reactants needed to synthesize it. The reactants are: [O:1]=[C:2]1[CH:7]=[CH:6][N:5]([CH2:8][C:9]([O:11][CH2:12][CH3:13])=[O:10])[CH:4]=[CH:3]1.C(O[CH:17](OCC)[N:18]([CH3:20])[CH3:19])C. (4) Given the product [N:1]1[C:10]2[C:5](=[CH:6][C:7]([CH:11]=[C:17]3[S:13][C:14](=[O:19])[NH:15][C:16]3=[O:18])=[CH:8][CH:9]=2)[CH:4]=[CH:3][CH:2]=1, predict the reactants needed to synthesize it. The reactants are: [N:1]1[C:10]2[C:5](=[CH:6][C:7]([CH:11]=O)=[CH:8][CH:9]=2)[CH:4]=[CH:3][CH:2]=1.[S:13]1[CH2:17][C:16](=[O:18])[NH:15][C:14]1=[O:19].